From a dataset of Catalyst prediction with 721,799 reactions and 888 catalyst types from USPTO. Predict which catalyst facilitates the given reaction. (1) Reactant: [OH-].[Na+].C[O:4][C:5](=[O:29])[C@@H:6]([NH:21][C:22]([O:24][C:25]([CH3:28])([CH3:27])[CH3:26])=[O:23])[CH2:7][C:8]1[CH:13]=[CH:12][C:11]([N+:14]([O-:16])=[O:15])=[C:10]([O:17][CH2:18][CH2:19][CH3:20])[CH:9]=1.Cl.O. Product: [C:25]([O:24][C:22]([NH:21][C@@H:6]([CH2:7][C:8]1[CH:13]=[CH:12][C:11]([N+:14]([O-:16])=[O:15])=[C:10]([O:17][CH2:18][CH2:19][CH3:20])[CH:9]=1)[C:5]([OH:29])=[O:4])=[O:23])([CH3:27])([CH3:28])[CH3:26]. The catalyst class is: 5. (2) Reactant: N1C=CN=C1.[Si:6](Cl)([C:9]([CH3:12])([CH3:11])[CH3:10])([CH3:8])[CH3:7].[OH:14][CH2:15][CH2:16][CH:17]1[O:22][CH2:21][CH2:20][N:19]([C:23]2[CH:28]=[CH:27][C:26]([N+:29]([O-:31])=[O:30])=[CH:25][CH:24]=2)[C:18]1=[O:32].C(=O)(O)[O-].[Na+]. Product: [Si:6]([O:14][CH2:15][CH2:16][CH:17]1[O:22][CH2:21][CH2:20][N:19]([C:23]2[CH:24]=[CH:25][C:26]([N+:29]([O-:31])=[O:30])=[CH:27][CH:28]=2)[C:18]1=[O:32])([C:9]([CH3:12])([CH3:11])[CH3:10])([CH3:8])[CH3:7]. The catalyst class is: 369. (3) Reactant: [CH3:1][O:2][C:3]1[CH:4]=[C:5]2[C:10](=[CH:11][C:12]=1[O:13][CH3:14])[N:9]=[CH:8][N:7]=[C:6]2[N:15]1[CH2:20][CH2:19][C:18]2[NH:21][N:22]=[C:23]([C:24]([O:26][CH2:27][CH3:28])=[O:25])[C:17]=2[CH2:16]1.[H-].[Na+].[CH3:31][Si:32]([CH3:39])([CH3:38])[CH2:33][CH2:34][O:35][CH2:36]Cl. Product: [CH3:1][O:2][C:3]1[CH:4]=[C:5]2[C:10](=[CH:11][C:12]=1[O:13][CH3:14])[N:9]=[CH:8][N:7]=[C:6]2[N:15]1[CH2:20][CH2:19][C:18]2[N:21]([CH2:36][O:35][CH2:34][CH2:33][Si:32]([CH3:39])([CH3:38])[CH3:31])[N:22]=[C:23]([C:24]([O:26][CH2:27][CH3:28])=[O:25])[C:17]=2[CH2:16]1. The catalyst class is: 80. (4) Reactant: [Br:1][C:2]1[N:7]=[C:6]([C@:8]([NH:16][S@@:17]([C:19]([CH3:22])([CH3:21])[CH3:20])=[O:18])([CH3:15])[CH2:9][C:10]([O:12][CH2:13][CH3:14])=[O:11])[C:5]([F:23])=[C:4]([Si](CC)(CC)CC)[CH:3]=1.C(O)(=O)C.[F-].[K+].CN(C=O)C. Product: [Br:1][C:2]1[N:7]=[C:6]([C@:8]([NH:16][S@@:17]([C:19]([CH3:22])([CH3:21])[CH3:20])=[O:18])([CH3:15])[CH2:9][C:10]([O:12][CH2:13][CH3:14])=[O:11])[C:5]([F:23])=[CH:4][CH:3]=1. The catalyst class is: 1. (5) Reactant: [Cl:1][C:2]1[CH:3]=[C:4]([CH:10]([OH:17])[C:11]#[C:12][C:13]([CH3:16])([OH:15])[CH3:14])[CH:5]=[CH:6][C:7]=1[O:8][CH3:9]. Product: [Cl:1][C:2]1[CH:3]=[C:4]([C:10](=[O:17])[C:11]#[C:12][C:13]([OH:15])([CH3:14])[CH3:16])[CH:5]=[CH:6][C:7]=1[O:8][CH3:9]. The catalyst class is: 34.